From a dataset of Full USPTO retrosynthesis dataset with 1.9M reactions from patents (1976-2016). Predict the reactants needed to synthesize the given product. (1) Given the product [CH2:31]([O:30][C:24]([C:25]1[NH:9][C:6]2[C:7]([C:26]=1[CH3:28])=[CH:8][C:3]([O:2][CH3:1])=[C:4]([C:10]([F:11])([F:12])[F:13])[CH:5]=2)=[O:29])[CH3:32], predict the reactants needed to synthesize it. The reactants are: [CH3:1][O:2][C:3]1[CH:8]=[CH:7][C:6]([NH2:9])=[CH:5][C:4]=1[C:10]([F:13])([F:12])[F:11].Cl.N([O-])=O.[Na+].C([O-])(=O)C.[Na+].[C:24]([O:30][CH2:31][CH3:32])(=[O:29])[CH2:25][C:26]([CH3:28])=O.[OH-].[K+].C(Cl)(=O)C. (2) The reactants are: C([O:5][C:6](=[O:30])[CH2:7][N:8]1[C:16]2[C:11](=[CH:12][C:13]([Cl:17])=[CH:14][CH:15]=2)[C:10]([CH:18]2[C:22]3[CH:23]=[CH:24][CH:25]=[CH:26][C:21]=3[S:20](=[O:28])(=[O:27])[NH:19]2)=[C:9]1[CH3:29])(C)(C)C.[F:31][C:32]1[CH:39]=[CH:38][C:35]([CH2:36]Br)=[CH:34][CH:33]=1. Given the product [Cl:17][C:13]1[CH:12]=[C:11]2[C:16](=[CH:15][CH:14]=1)[N:8]([CH2:7][C:6]([OH:5])=[O:30])[C:9]([CH3:29])=[C:10]2[CH:18]1[C:22]2[CH:23]=[CH:24][CH:25]=[CH:26][C:21]=2[S:20](=[O:28])(=[O:27])[N:19]1[CH2:36][C:35]1[CH:38]=[CH:39][C:32]([F:31])=[CH:33][CH:34]=1, predict the reactants needed to synthesize it. (3) Given the product [N:1]1([CH2:7][CH2:8][CH2:9][O:10][CH2:20][CH2:19][CH2:18][C:12]2[CH:17]=[CH:16][CH:15]=[CH:14][CH:13]=2)[CH2:6][CH2:5][CH2:4][CH2:3][CH2:2]1, predict the reactants needed to synthesize it. The reactants are: [N:1]1([CH2:7][CH2:8][CH2:9][O-:10])[CH2:6][CH2:5][CH2:4][CH2:3][CH2:2]1.[Na+].[C:12]1([CH2:18][CH2:19][CH2:20]Br)[CH:17]=[CH:16][CH:15]=[CH:14][CH:13]=1.C1OCCOCCOCCOCCOC1. (4) Given the product [NH2:41][C@H:42]([C:49]([OH:59])=[O:58])[CH2:43][CH2:44][C:61]([OH:62])=[O:60], predict the reactants needed to synthesize it. The reactants are: O=C[C@@H]([C@H]([C@@H]([C@@H](CO)O)O)O)O.S([O-])([O-])(=O)=O.[NH4+].[NH4+].OP([O-])(O)=O.[K+].OP([O-])([O-])=O.[K+].[K+].[Cl-].[Cl-].[Ca+2].C1[N:41]([CH2:42][CH2:43][CH2:44]S(O)(=O)=O)CCOC1.[C:49]([OH:59])(=[O:58])C1C=CC(O)=C(O)C=1.[OH:60][C:61](CCCC[C@H]1[C@@H]2[C@@H](NC(N2)=O)CS1)=[O:62].[OH-].[Na+]. (5) Given the product [C:1]([O:5][C:6](=[O:22])[NH:7][C:8]1[CH:13]=[C:12]([N:14]([CH2:16][CH2:17][O:18][CH3:19])[CH3:15])[C:11]([Cl:20])=[CH:10][C:9]=1[NH:21][C:28](=[O:27])[CH2:29][C:30]([C:32]1[CH:37]=[CH:36][N:35]=[C:34]([C:38]2[O:42][N:41]=[C:40]([CH3:43])[CH:39]=2)[CH:33]=1)=[O:31])([CH3:4])([CH3:2])[CH3:3], predict the reactants needed to synthesize it. The reactants are: [C:1]([O:5][C:6](=[O:22])[NH:7][C:8]1[CH:13]=[C:12]([N:14]([CH2:16][CH2:17][O:18][CH3:19])[CH3:15])[C:11]([Cl:20])=[CH:10][C:9]=1[NH2:21])([CH3:4])([CH3:3])[CH3:2].C([O:27][C:28](=O)[CH2:29][C:30]([C:32]1[CH:37]=[CH:36][N:35]=[C:34]([C:38]2[O:42][N:41]=[C:40]([CH3:43])[CH:39]=2)[CH:33]=1)=[O:31])(C)(C)C. (6) Given the product [CH:1]([C:4]1[C:8]([CH2:9][CH2:10][CH2:11][O:12][C:24]2[CH:25]=[CH:26][CH:27]=[C:28]([O:35][CH3:36])[C:29]=2[CH2:30][C:31]([OH:33])=[O:32])=[CH:7][N:6]([C:13]2[CH:18]=[CH:17][C:16]([C:19]([F:21])([F:20])[F:22])=[CH:15][N:14]=2)[N:5]=1)([CH3:3])[CH3:2], predict the reactants needed to synthesize it. The reactants are: [CH:1]([C:4]1[C:8]([CH2:9][CH2:10][CH2:11][OH:12])=[CH:7][N:6]([C:13]2[CH:18]=[CH:17][C:16]([C:19]([F:22])([F:21])[F:20])=[CH:15][N:14]=2)[N:5]=1)([CH3:3])[CH3:2].O[C:24]1[C:29]([CH2:30][C:31]([O:33]C)=[O:32])=[C:28]([O:35][CH3:36])[CH:27]=[CH:26][CH:25]=1.C(P(CCCC)CCCC)CCC.N(C(N1CCCCC1)=O)=NC(N1CCCCC1)=O. (7) Given the product [Si:16]([O:15][CH2:14][CH2:13][CH2:12][N:11]1[C:5]2[N:6]=[CH:7][N:8]=[C:9]([NH2:10])[C:4]=2[C:3]([C:23]2[CH:28]=[CH:27][C:26]([CH3:29])=[CH:25][CH:24]=2)=[C:2]1[CH:30]=[CH2:31])([C:19]([CH3:22])([CH3:21])[CH3:20])([CH3:18])[CH3:17], predict the reactants needed to synthesize it. The reactants are: Br[C:2]1[N:11]([CH2:12][CH2:13][CH2:14][O:15][Si:16]([C:19]([CH3:22])([CH3:21])[CH3:20])([CH3:18])[CH3:17])[C:5]2[N:6]=[CH:7][N:8]=[C:9]([NH2:10])[C:4]=2[C:3]=1[C:23]1[CH:28]=[CH:27][C:26]([CH3:29])=[CH:25][CH:24]=1.[CH2:30](C([Sn])=C(CCCC)CCCC)[CH2:31]CC.C1C=CC=CC=1.